Dataset: Peptide-MHC class II binding affinity with 134,281 pairs from IEDB. Task: Regression. Given a peptide amino acid sequence and an MHC pseudo amino acid sequence, predict their binding affinity value. This is MHC class II binding data. (1) The peptide sequence is LFLLYILFLVKMNAL. The MHC is DRB5_0101 with pseudo-sequence DRB5_0101. The binding affinity (normalized) is 0. (2) The peptide sequence is ENITSGFLGPLLVLQ. The MHC is DRB1_1302 with pseudo-sequence DRB1_1302. The binding affinity (normalized) is 0. (3) The peptide sequence is AFILDGDNLKPKV. The MHC is HLA-DQA10501-DQB10201 with pseudo-sequence HLA-DQA10501-DQB10201. The binding affinity (normalized) is 0.413. (4) The peptide sequence is SGILQLFVFLVLAGR. The MHC is H-2-IAb with pseudo-sequence H-2-IAb. The binding affinity (normalized) is 0.0857. (5) The peptide sequence is TYKCIPSLEAAVKQA. The MHC is DRB1_0404 with pseudo-sequence DRB1_0404. The binding affinity (normalized) is 0.456. (6) The binding affinity (normalized) is 0.219. The peptide sequence is LVGPTPVNIIGRNMLTQIGC. The MHC is DRB1_0701 with pseudo-sequence DRB1_0701. (7) The peptide sequence is DITVKNCVLKKSTNG. The MHC is HLA-DQA10102-DQB10602 with pseudo-sequence HLA-DQA10102-DQB10602. The binding affinity (normalized) is 0.261.